Dataset: Full USPTO retrosynthesis dataset with 1.9M reactions from patents (1976-2016). Task: Predict the reactants needed to synthesize the given product. (1) The reactants are: N[C:2]1[CH:9]=[CH:8][C:7]([C:10]([F:13])([F:12])[F:11])=[CH:6][C:3]=1[C:4]#[N:5].N(OC(C)(C)C)=O.C(I)[I:22]. Given the product [I:22][C:2]1[CH:9]=[CH:8][C:7]([C:10]([F:13])([F:12])[F:11])=[CH:6][C:3]=1[C:4]#[N:5], predict the reactants needed to synthesize it. (2) Given the product [N:20]([CH2:5][CH2:4][CH:3]([OH:17])[C:2]([F:19])([F:18])[F:1])=[N+:21]=[N-:22], predict the reactants needed to synthesize it. The reactants are: [F:1][C:2]([F:19])([F:18])[CH:3]([OH:17])[CH2:4][CH2:5]OS(C1C=CC(C)=CC=1)(=O)=O.[N-:20]=[N+:21]=[N-:22].[Na+]. (3) Given the product [CH2:1]([O:3][C:4](=[O:28])[C:5]([F:27])([F:26])[CH:6]1[C:15]2[C:10](=[CH:11][C:12]([OH:16])=[CH:13][CH:14]=2)[CH2:9][CH2:8][CH2:7]1)[CH3:2], predict the reactants needed to synthesize it. The reactants are: [CH2:1]([O:3][C:4](=[O:28])[C:5]([F:27])([F:26])[C:6]1[C:15]2[C:10](=[CH:11][C:12]([O:16]CC3C=CC(OC)=CC=3)=[CH:13][CH:14]=2)[CH2:9][CH2:8][CH:7]=1)[CH3:2].[H][H].